Dataset: Forward reaction prediction with 1.9M reactions from USPTO patents (1976-2016). Task: Predict the product of the given reaction. (1) Given the reactants [CH:1]1([S:4]([NH:7][C:8](=[O:15])[CH2:9][C:10]([O:12]CC)=[O:11])(=[O:6])=[O:5])[CH2:3][CH2:2]1.O.[OH-].[Li+].Cl, predict the reaction product. The product is: [CH:1]1([S:4]([NH:7][C:8](=[O:15])[CH2:9][C:10]([OH:12])=[O:11])(=[O:6])=[O:5])[CH2:3][CH2:2]1. (2) Given the reactants Br[C:2]1[CH:3]=[C:4]([CH:7]=[C:8]([F:10])[CH:9]=1)[C:5]#[N:6].[CH3:11][Si:12]([C:15]#[CH:16])([CH3:14])[CH3:13].C(N(CC)CC)C, predict the reaction product. The product is: [F:10][C:8]1[CH:7]=[C:4]([CH:3]=[C:2]([C:16]#[C:15][Si:12]([CH3:14])([CH3:13])[CH3:11])[CH:9]=1)[C:5]#[N:6]. (3) Given the reactants [O:1]([C:8]1[CH:9]=[C:10]([CH2:14][C:15]#[N:16])[CH:11]=[CH:12][CH:13]=1)[C:2]1[CH:7]=[CH:6][CH:5]=[CH:4][CH:3]=1.[H-].[Na+].I[CH2:20][CH3:21], predict the reaction product. The product is: [O:1]([C:8]1[CH:9]=[C:10]([CH:14]([CH2:20][CH3:21])[C:15]#[N:16])[CH:11]=[CH:12][CH:13]=1)[C:2]1[CH:3]=[CH:4][CH:5]=[CH:6][CH:7]=1. (4) Given the reactants [OH:1][C:2]1[CH:3]=[C:4]([N:8]2[CH2:13][CH2:12][NH:11][CH2:10][CH2:9]2)[CH:5]=[CH:6][CH:7]=1.C(=O)([O-])O.[Na+].Cl[C:20]([O:22][CH2:23][C:24]1[CH:29]=[CH:28][CH:27]=[CH:26][CH:25]=1)=[O:21].C(OCC)(=O)C, predict the reaction product. The product is: [OH:1][C:2]1[CH:3]=[C:4]([N:8]2[CH2:13][CH2:12][N:11]([C:20]([O:22][CH2:23][C:24]3[CH:29]=[CH:28][CH:27]=[CH:26][CH:25]=3)=[O:21])[CH2:10][CH2:9]2)[CH:5]=[CH:6][CH:7]=1.